This data is from Catalyst prediction with 721,799 reactions and 888 catalyst types from USPTO. The task is: Predict which catalyst facilitates the given reaction. (1) Reactant: [C:1]1([CH2:7][O:8][C:9]([N:11]2[CH2:14][C:13]([C@H:31]3[CH2:36][CH2:35][CH2:34][CH2:33][N:32]3[C:37]([O:39][C:40]([CH3:43])([CH3:42])[CH3:41])=[O:38])([O:15]C(=O)[C@](OC)(C3C=CC=CC=3)C(F)(F)F)[CH2:12]2)=[O:10])[CH:6]=[CH:5][CH:4]=[CH:3][CH:2]=1.[OH-].[Na+]. Product: [OH:15][C:13]1([C@H:31]2[CH2:36][CH2:35][CH2:34][CH2:33][N:32]2[C:37]([O:39][C:40]([CH3:43])([CH3:42])[CH3:41])=[O:38])[CH2:12][N:11]([C:9]([O:8][CH2:7][C:1]2[CH:6]=[CH:5][CH:4]=[CH:3][CH:2]=2)=[O:10])[CH2:14]1. The catalyst class is: 5. (2) Reactant: [F-].C([N+](CCCC)(CCCC)CCCC)CCC.[O:19]=[C:20]1[C:29]2[NH:30][CH:31]=[CH:32][C:28]=2[C:27]2[CH:26]=[C:25]([C:33]#[C:34][Si](C)(C)C)[CH:24]=[CH:23][C:22]=2[NH:21]1.[CH2:39]([C:41]([O-:43])=[O:42])[CH3:40]. Product: [C:33]([C:25]1[CH:24]=[CH:23][C:22]2[NH:21][C:20](=[O:19])[C:29]3[NH:30][CH:31]=[CH:32][C:28]=3[C:27]=2[CH:26]=1)#[CH:34].[CH2:39]([C:41]([O-:43])=[O:42])[CH3:40]. The catalyst class is: 7. (3) Reactant: [C:1]([N:4]([C:8]1[C:16]2[C:11](=[CH:12][C:13](Br)=[CH:14][C:15]=2[F:17])[N:10]([C:19](=[O:21])[CH3:20])[N:9]=1)[C:5](=[O:7])[CH3:6])(=[O:3])[CH3:2].[B:22]1([B:22]2[O:26][C:25]([CH3:28])([CH3:27])[C:24]([CH3:30])([CH3:29])[O:23]2)[O:26][C:25]([CH3:28])([CH3:27])[C:24]([CH3:30])([CH3:29])[O:23]1.C([O-])(=O)C.[K+].C(Cl)Cl. Product: [C:1]([N:4]([C:8]1[C:16]2[C:11](=[CH:12][C:13]([B:22]3[O:26][C:25]([CH3:28])([CH3:27])[C:24]([CH3:30])([CH3:29])[O:23]3)=[CH:14][C:15]=2[F:17])[N:10]([C:19](=[O:21])[CH3:20])[N:9]=1)[C:5](=[O:7])[CH3:6])(=[O:3])[CH3:2]. The catalyst class is: 294. (4) Reactant: [CH2:1]1[O:6][NH:5][C:3](=[O:4])[C@@H:2]1[NH2:7].O.C(N(CC)CC)C.[C:16]([O:20][C:21](=O)[O:22]C(C)(C)C)([CH3:19])([CH3:18])[CH3:17]. Product: [O:4]=[C:3]1[C@H:2]([NH:7][C:21](=[O:22])[O:20][C:16]([CH3:19])([CH3:18])[CH3:17])[CH2:1][O:6][NH:5]1. The catalyst class is: 7. (5) Reactant: [CH3:1][C@H:2]1[NH:7][C@@H:6]([CH3:8])[CH2:5][N:4]([CH2:9][C:10]2[CH:14]=[CH:13][N:12]([C:15]3[C:16]([N:21]4[CH2:26][CH2:25][CH:24]([NH:27][C:28]5[CH:33]=[CH:32][C:31]([F:34])=[CH:30][CH:29]=5)[CH2:23][CH2:22]4)=[N:17][CH:18]=[CH:19][CH:20]=3)[N:11]=2)[CH2:3]1.[ClH:35].C(OCC)C. Product: [ClH:35].[CH3:1][C@H:2]1[NH:7][C@@H:6]([CH3:8])[CH2:5][N:4]([CH2:9][C:10]2[CH:14]=[CH:13][N:12]([C:15]3[C:16]([N:21]4[CH2:22][CH2:23][CH:24]([NH:27][C:28]5[CH:33]=[CH:32][C:31]([F:34])=[CH:30][CH:29]=5)[CH2:25][CH2:26]4)=[N:17][CH:18]=[CH:19][CH:20]=3)[N:11]=2)[CH2:3]1. The catalyst class is: 2.